From a dataset of Acute oral toxicity (LD50) regression data from Zhu et al.. Regression/Classification. Given a drug SMILES string, predict its toxicity properties. Task type varies by dataset: regression for continuous values (e.g., LD50, hERG inhibition percentage) or binary classification for toxic/non-toxic outcomes (e.g., AMES mutagenicity, cardiotoxicity, hepatotoxicity). Dataset: ld50_zhu. (1) The rat oral LD50 is 1.28, given as -log10 of the dose in mol/kg body weight (higher means more acutely toxic). The drug is C=C(C)C(=O)OCCC#N. (2) The drug is CCCCC(CC)COC(=O)C=CC(=O)OCC(CC)CCCC. The rat oral LD50 is 1.07, given as -log10 of the dose in mol/kg body weight (higher means more acutely toxic). (3) The molecule is CN(C)CCN(C)n1cc(-c2ccccc2)c2ccccc21. The rat oral LD50 is 2.36, given as -log10 of the dose in mol/kg body weight (higher means more acutely toxic). (4) The drug is O=C(O)COc1ccc(Cl)cc1Cl. The rat oral LD50 is 2.77, given as -log10 of the dose in mol/kg body weight (higher means more acutely toxic). (5) The compound is Nc1ccccc1C(=O)OCC=Cc1ccccc1. The rat oral LD50 is 1.71, given as -log10 of the dose in mol/kg body weight (higher means more acutely toxic).